This data is from Full USPTO retrosynthesis dataset with 1.9M reactions from patents (1976-2016). The task is: Predict the reactants needed to synthesize the given product. Given the product [C:30]1([O:29][C:27](=[O:28])[NH:11][C:7]2[CH:6]=[C:5]([O:4][C:3]3[CH:12]=[CH:13][C:14]([N+:16]([O-:18])=[O:17])=[CH:15][C:2]=3[F:1])[N:10]=[CH:9][N:8]=2)[CH:35]=[CH:34][CH:33]=[CH:32][CH:31]=1, predict the reactants needed to synthesize it. The reactants are: [F:1][C:2]1[CH:15]=[C:14]([N+:16]([O-:18])=[O:17])[CH:13]=[CH:12][C:3]=1[O:4][C:5]1[N:10]=[CH:9][N:8]=[C:7]([NH2:11])[CH:6]=1.C(N(CC)CC)C.Cl[C:27]([O:29][C:30]1[CH:35]=[CH:34][CH:33]=[CH:32][CH:31]=1)=[O:28].CCCCCC.